From a dataset of Full USPTO retrosynthesis dataset with 1.9M reactions from patents (1976-2016). Predict the reactants needed to synthesize the given product. Given the product [C:1]([O:5][C:6]([NH:8][C:9]1[CH:13]=[C:12]([Cl:26])[NH:11][C:10]=1[C:14]([O:16][CH2:17][CH3:18])=[O:15])=[O:7])([CH3:4])([CH3:3])[CH3:2], predict the reactants needed to synthesize it. The reactants are: [C:1]([O:5][C:6]([NH:8][C:9]1[CH:13]=[CH:12][NH:11][C:10]=1[C:14]([O:16][CH2:17][CH3:18])=[O:15])=[O:7])([CH3:4])([CH3:3])[CH3:2].C1C(=O)N([Cl:26])C(=O)C1.